Dataset: Catalyst prediction with 721,799 reactions and 888 catalyst types from USPTO. Task: Predict which catalyst facilitates the given reaction. (1) Reactant: [I:1][C:2]1[N:3]=[CH:4][NH:5][CH:6]=1.C(=O)([O-])[O-].[Cs+].[Cs+].Br[CH2:14][CH:15]1[CH2:17][CH2:16]1. Product: [CH:15]1([CH2:14][N:5]2[CH:6]=[C:2]([I:1])[N:3]=[CH:4]2)[CH2:17][CH2:16]1. The catalyst class is: 3. (2) Reactant: [C:1]([C:4]1[CH:9]=[CH:8][CH:7]=[CH:6][N:5]=1)(=[O:3])[CH3:2].[C:10](OC)(=[O:15])[C:11]([O:13][CH3:14])=[O:12].C[O-].[Na+].O. Product: [CH3:14][O:13][C:11](=[O:12])[C:10](=[O:15])[CH2:2][C:1]([C:4]1[CH:9]=[CH:8][CH:7]=[CH:6][N:5]=1)=[O:3]. The catalyst class is: 5.